Dataset: Catalyst prediction with 721,799 reactions and 888 catalyst types from USPTO. Task: Predict which catalyst facilitates the given reaction. (1) Reactant: [H-].[Al+3].[Li+].[H-].[H-].[H-].C[O:8][C:9](=O)[C:10]1[CH:15]=[CH:14][C:13]([C:16]2[CH:20]=[C:19]([CH3:21])[S:18][C:17]=2[S:22](=[O:38])(=[O:37])[N:23]([C:30]2[C:34]([CH3:35])=[C:33]([CH3:36])[O:32][N:31]=2)[CH2:24][O:25][CH2:26][CH2:27][O:28][CH3:29])=[C:12]([O:39][CH2:40][CH:41]([CH3:43])[CH3:42])[CH:11]=1.[OH-].[Na+]. Product: [CH3:35][C:34]1[C:30]([N:23]([CH2:24][O:25][CH2:26][CH2:27][O:28][CH3:29])[S:22]([C:17]2[S:18][C:19]([CH3:21])=[CH:20][C:16]=2[C:13]2[CH:14]=[CH:15][C:10]([CH2:9][OH:8])=[CH:11][C:12]=2[O:39][CH2:40][CH:41]([CH3:43])[CH3:42])(=[O:38])=[O:37])=[N:31][O:32][C:33]=1[CH3:36]. The catalyst class is: 7. (2) Reactant: [H-].[Na+].N#N.[CH2:5]([OH:12])[C:6]1[CH:11]=[CH:10][CH:9]=[CH:8][CH:7]=1.Cl[C:14]1[N:22]=[C:21]([NH2:23])[N:20]=[C:19]2[C:15]=1[NH:16][CH:17]=[N:18]2. Product: [CH2:5]([O:12][C:14]1[N:22]=[C:21]([NH2:23])[N:20]=[C:19]2[C:15]=1[NH:16][CH:17]=[N:18]2)[C:6]1[CH:11]=[CH:10][CH:9]=[CH:8][CH:7]=1. The catalyst class is: 11. (3) Reactant: C[O:2][C:3](=[O:24])/[C:4](/[C:11]1[CH:16]=[CH:15][C:14]([N:17]2[C:21]([CH3:22])=[N:20][N:19]=[N:18]2)=[C:13]([F:23])[CH:12]=1)=[CH:5]/[CH:6]1[CH2:10][CH2:9][CH2:8][CH2:7]1.[OH-].[Na+]. Product: [CH:6]1(/[CH:5]=[C:4](\[C:11]2[CH:16]=[CH:15][C:14]([N:17]3[C:21]([CH3:22])=[N:20][N:19]=[N:18]3)=[C:13]([F:23])[CH:12]=2)/[C:3]([OH:24])=[O:2])[CH2:10][CH2:9][CH2:8][CH2:7]1. The catalyst class is: 8. (4) The catalyst class is: 4. Product: [C:14]([O:13][C:11](=[O:12])[NH:1][C:2]1([C:5]2[CH:10]=[CH:9][CH:8]=[CH:7][N:6]=2)[CH2:4][CH2:3]1)([CH3:17])([CH3:16])[CH3:15]. Reactant: [NH2:1][C:2]1([C:5]2[CH:10]=[CH:9][CH:8]=[CH:7][N:6]=2)[CH2:4][CH2:3]1.[C:11](O[C:11]([O:13][C:14]([CH3:17])([CH3:16])[CH3:15])=[O:12])([O:13][C:14]([CH3:17])([CH3:16])[CH3:15])=[O:12].C(N(CC)CC)C. (5) Product: [CH3:1][N:2]1[CH2:3][CH2:4][N:5]([C:8]2[CH:20]=[CH:19][CH:18]=[CH:17][C:9]=2[CH2:10][CH:11]2[CH2:15][CH2:14][NH:13][C:12]2=[O:16])[CH2:6][CH2:7]1. The catalyst class is: 63. Reactant: [CH3:1][N:2]1[CH2:7][CH2:6][N:5]([C:8]2[CH:20]=[CH:19][CH:18]=[CH:17][C:9]=2[CH:10]=[C:11]2[CH2:15][CH2:14][NH:13][C:12]2=[O:16])[CH2:4][CH2:3]1.C([O-])=O.[NH4+]. (6) Reactant: Cl.[NH2:2][OH:3].C([O-])(=O)C.[Na+].[F:9][C:10]([F:28])([F:27])[C:11]1[CH:12]=[C:13]([CH:24]=[CH:25][CH:26]=1)[CH2:14][N:15]1[CH2:19][CH:18]2[C:20](=O)[CH2:21][CH2:22][CH:17]2[CH2:16]1. Product: [F:9][C:10]([F:28])([F:27])[C:11]1[CH:12]=[C:13]([CH:24]=[CH:25][CH:26]=1)[CH2:14][N:15]1[CH2:19][CH:18]2/[C:20](=[N:2]/[OH:3])/[CH2:21][CH2:22][CH:17]2[CH2:16]1. The catalyst class is: 97.